This data is from Retrosynthesis with 50K atom-mapped reactions and 10 reaction types from USPTO. The task is: Predict the reactants needed to synthesize the given product. (1) Given the product CCN(CC)CCC(=O)Nc1cc(S(=O)(=O)N2CCOCC2)ccc1OC, predict the reactants needed to synthesize it. The reactants are: CCN(CC)CCC(=O)O.COc1ccc(S(=O)(=O)N2CCOCC2)cc1N. (2) Given the product COc1ccc(S(=O)(=O)C2(C(=O)O)CCCC2)cc1, predict the reactants needed to synthesize it. The reactants are: CCOC(=O)C1(S(=O)(=O)c2ccc(OC)cc2)CCCC1.